This data is from Forward reaction prediction with 1.9M reactions from USPTO patents (1976-2016). The task is: Predict the product of the given reaction. (1) Given the reactants [Cl:1][C:2]1[C:3]2[N:4]([C:8]([C@@H:11]3[CH2:16][CH2:15][CH2:14][N:13]([C:17]([O:19][CH2:20][C:21]4[CH:26]=[CH:25][CH:24]=[CH:23][CH:22]=4)=[O:18])[CH2:12]3)=[N:9][CH:10]=2)[CH:5]=[CH:6][N:7]=1.[Li]CCCC.CCCCCC.C(Br)(Br)(Br)[Br:39], predict the reaction product. The product is: [Br:39][C:5]1[N:4]2[C:8]([C@@H:11]3[CH2:16][CH2:15][CH2:14][N:13]([C:17]([O:19][CH2:20][C:21]4[CH:22]=[CH:23][CH:24]=[CH:25][CH:26]=4)=[O:18])[CH2:12]3)=[N:9][CH:10]=[C:3]2[C:2]([Cl:1])=[N:7][CH:6]=1. (2) Given the reactants [Cl:1][C:2]1[CH:7]=[CH:6][N:5]=[C:4]2[CH:8]=[C:9]([C:11]([O-:13])=O)[S:10][C:3]=12.[Li+].C(Cl)(=O)C([Cl:18])=O, predict the reaction product. The product is: [Cl:1][C:2]1[CH:7]=[CH:6][N:5]=[C:4]2[CH:8]=[C:9]([C:11]([Cl:18])=[O:13])[S:10][C:3]=12. (3) The product is: [Br:29][C:30]1[CH:39]=[C:38]2[C:33]([CH2:34][CH2:35][CH2:36][N:37]2[CH2:1][C:3]2[CH:8]=[CH:7][CH:6]=[CH:5][C:4]=2[CH2:9][C:10]([O:12][CH3:13])=[O:11])=[CH:32][CH:31]=1. Given the reactants [CH:1]([C:3]1[CH:8]=[CH:7][CH:6]=[CH:5][C:4]=1[CH2:9][C:10]([O:12][CH3:13])=[O:11])=O.C(O[BH-](OC(=O)C)OC(=O)C)(=O)C.[Na+].Cl.[Br:29][C:30]1[CH:39]=[C:38]2[C:33]([CH2:34][CH2:35][CH2:36][NH:37]2)=[CH:32][CH:31]=1, predict the reaction product.